Dataset: Drug-target binding data from BindingDB using Kd measurements. Task: Regression. Given a target protein amino acid sequence and a drug SMILES string, predict the binding affinity score between them. We predict pKd (pKd = -log10(Kd in M); higher means stronger binding). Dataset: bindingdb_kd. (1) The small molecule is C[C@H](OP(=O)(O)OC[C@@H](O)[C@@H](O)[C@@H](O)Cn1c2cc(=O)ccc-2cc2c(=O)[nH]c(=O)[nH]c21)C(=O)N[C@@H](CCC(=O)N[C@@H](CCC(=O)O)C(=O)O)C(=O)O. The target protein sequence is MAELKLGYKASAEQFAPRELVELAVAAEAHGMDSATVSDHFQPARHQGGHAPFSLSWMTAVGERTNRLLLGTSVLTPTFRYNPAVIAQAFATMGCLYPNRVFLGVGTGEALNEIATGYEGAWPEFKERFARLRESVGLMRQLWSGDRVDFDGDYYRLKGASIYDVPDGGVPVYIAAGGPAVAKYAGRAGDGFICTSGKGEELYTEKLMPAVREGAAAADRSVDGIDKMIEIKISYDPDPELALNNTRFWAPLSLTAEQKHSIDDPIEMEKAADALPIEQIAKRWIVASDPDEAVEKVGQYVTWGLNHLVFHAPGHDQRRFLELFQSDLAPRLRRLG. The pKd is 6.9. (2) The drug is C=CC1=C(C)c2cc3[n-]c(cc4[n-]c(cc5nc(cc1n2)C(C)=C5C=C)c(C)c4CCC(=O)O)c(CCC(=O)O)c3C. The target protein sequence is HHHHHHHHMLARALLLCAVLALSHTANPCCSHPCQNRGVCMSVGFDQYKCDCTRTGFYGENCSTPEFLTRIKLFLKPTPNTVHYILTHFKGFWNVVNNIPFLRNAIMSYVLTSASHLIDSPPTYNADYGYKSWEAFSNLSYYTRALPPVPDDCPTPLGVKGKKQLPDSNEIVEKLLLRRKFIPDPQGSNMMFAFFAQHFTHQFFKTDHKRGPAFTNGLGHGVDLNHIYGETLARQRKLRLFKDGKMKYQIIDGEMYPPTVKDTQAEMIYPPQVPEHLRFAVGQEVFGLVPGLMMYATIWLREHNRVCDVLKQEHPEWGDEQLFQTSRLILIGETIKIVIEDYVQHLSGYHFKLKFDPELLFNKQFQYQNRIAAEFNTLYHWHPLLPDTFQIHDQKYNYQQFIYNNSILLEHGITQFVESFTRQIAGRVAGGRNVPPAVQKVSQASIDQSRQMKYQSFNEYRKRFMLKPYESFEELTGEKEMSAELEALYGDIDAVELYPA.... The pKd is 6.1. (3) The small molecule is O=C(COc1ccc(C(=O)c2ccccc2)cc1)NC1CCN(Cc2ccccc2)CC1. The target protein (Q96A54) has sequence MSSHKGSVVAQGNGAPASNREADTVELAELGPLLEEKGKRVIANPPKAEEEQTCPVPQEEEEEVRVLTLPLQAHHAMEKMEEFVYKVWEGRWRVIPYDVLPDWLKDNDYLLHGHRPPMPSFRACFKSIFRIHTETGNIWTHLLGFVLFLFLGILTMLRPNMYFMAPLQEKVVFGMFFLGAVLCLSFSWLFHTVYCHSEKVSRTFSKLDYSGIALLIMGSFVPWLYYSFYCSPQPRLIYLSIVCVLGISAIIVAQWDRFATPKHRQTRAGVFLGLGLSGVVPTMHFTIAEGFVKATTVGQMGWFFLMAVMYITGAGLYAARIPERFFPGKFDIWFQSHQIFHVLVVAAAFVHFYGVSNLQEFRYGLEGGCTDDTLL. The pKd is 5.7. (4) The small molecule is O=C1OC(O)(Cc2ccc(Cl)cc2)C(c2c[nH]c3cc(Cl)ccc23)=C1c1ccc(Cl)cc1. The target protein sequence is MCNTNMSVPTDGAVTTSQIPASEQETLVRPKPLLLKLLKSVGAQKDTYTMKEVLFYLGQYIMTKRLYDEKQQHIVYCSNDLLGDLFGVPSFSVKEHRKIYTMIYRNLVVVNQQESSDS. The pKd is 4.2. (5) The drug is O=C(O)c1ccc(-c2ccc(Cl)cc2Cl)cc1. The target protein (P03120) has sequence METLCQRLNVCQDKILTHYENDSTDLRDHIDYWKHMRLECAIYYKAREMGFKHINHQVVPTLAVSKNKALQAIELQLTLETIYNSQYSNEKWTLQDVSLEVYLTAPTGCIKKHGYTVEVQFDGDICNTMHYTNWTHIYICEEASVTVVEGQVDYYGLYYVHEGIRTYFVQFKDDAEKYSKNKVWEVHAGGQVILCPTSVFSSNEVSSPEIIRQHLANHPAATHTKAVALGTEETQTTIQRPRSEPDTGNPCHTTKLLHRDSVDSAPILTAFNSSHKGRINCNSNTTPIVHLKGDANTLKCLRYRFKKHCTLYTAVSSTWHWTGHNVKHKSAIVTLTYDSEWQRDQFLSQVKIPKTITVSTGFMSI. The pKd is 2.5. (6) The small molecule is C=CC(=O)Nc1cc2c(Nc3ccc(F)c(Cl)c3)ncnc2cc1OCCCN1CCOCC1. The target protein (Q9Y6R4) has sequence MREAAAALVPPPAFAVTPAAAMEEPPPPPPPPPPPPEPETESEPECCLAARQEGTLGDSACKSPESDLEDFSDETNTENLYGTSPPSTPRQMKRMSTKHQRNNVGRPASRSNLKEKMNAPNQPPHKDTGKTVENVEEYSYKQEKKIRAALRTTERDRKKNVQCSFMLDSVGGSLPKKSIPDVDLNKPYLSLGCSNAKLPVSVPMPIARPARQTSRTDCPADRLKFFETLRLLLKLTSVSKKKDREQRGQENTSGFWLNRSNELIWLELQAWHAGRTINDQDFFLYTARQAIPDIINEILTFKVDYGSFAFVRDRAGFNGTSVEGQCKATPGTKIVGYSTHHEHLQRQRVSFEQVKRIMELLEYIEALYPSLQALQKDYEKYAAKDFQDRVQALCLWLNITKDLNQKLRIMGTVLGIKNLSDIGWPVFEIPSPRPSKGNEPEYEGDDTEGELKELESSTDESEEEQISDPRVPEIRQPIDNSFDIQSRDCISKKLERLESE.... The pKd is 5.1.